Dataset: Reaction yield outcomes from USPTO patents with 853,638 reactions. Task: Predict the reaction yield, written as a fraction of the theoretical maximum amount of product (1.0 means a 100% yield; for example, 0.34 means a 34% yield). (1) The reactants are [C:1]([C:5]1[CH:10]=[CH:9][C:8]([N:11]2[CH:15]([C:16]3[CH:21]=[CH:20][C:19]([N+:22]([O-])=O)=[CH:18][CH:17]=3)[CH2:14][CH2:13][CH:12]2[C:25]2[CH:40]=[CH:39][C:28]([NH:29][CH2:30][C:31]3[CH:36]=[CH:35][C:34]([O:37][CH3:38])=[CH:33][CH:32]=3)=[C:27]([N+:41]([O-])=O)[CH:26]=2)=[CH:7][CH:6]=1)([CH3:4])([CH3:3])[CH3:2]. The catalyst is CCO.C1COCC1.[Pt](=O)=O. The product is [NH2:22][C:19]1[CH:20]=[CH:21][C:16]([CH:15]2[N:11]([C:8]3[CH:7]=[CH:6][C:5]([C:1]([CH3:4])([CH3:2])[CH3:3])=[CH:10][CH:9]=3)[CH:12]([C:25]3[CH:26]=[C:27]([NH2:41])[C:28]([NH:29][CH2:30][C:31]4[CH:32]=[CH:33][C:34]([O:37][CH3:38])=[CH:35][CH:36]=4)=[CH:39][CH:40]=3)[CH2:13][CH2:14]2)=[CH:17][CH:18]=1. The yield is 0.710. (2) The reactants are [Cl:1][C:2]1[C:3]([C:9]2[CH:14]=[CH:13][C:12]([F:15])=[C:11]([NH:16][CH2:17][C:18]3[CH:23]=[CH:22][CH:21]=[C:20]([F:24])[CH:19]=3)[N:10]=2)=[CH:4][C:5](F)=[N:6][CH:7]=1.[C@H:25]1([NH2:32])[CH2:30][CH2:29][C@H:28]([NH2:31])[CH2:27][CH2:26]1. The catalyst is CS(C)=O. The product is [NH2:31][C@H:28]1[CH2:29][CH2:30][C@H:25]([NH:32][C:5]2[CH:4]=[C:3]([C:9]3[CH:14]=[CH:13][C:12]([F:15])=[C:11]([NH:16][CH2:17][C:18]4[CH:23]=[CH:22][CH:21]=[C:20]([F:24])[CH:19]=4)[N:10]=3)[C:2]([Cl:1])=[CH:7][N:6]=2)[CH2:26][CH2:27]1. The yield is 0.440. (3) The reactants are [CH3:1][S:2][C:3]1[CH:4]=[CH:5][C:6]([CH:9]([CH2:14][CH:15]2[CH2:20][CH2:19][O:18][CH2:17][CH2:16]2)[C:10](=O)[CH:11]=[CH2:12])=[N:7][CH:8]=1.[Cl:21][C:22]1[CH:23]=[CH:24][C:25]([CH:28]=O)=[N:26][CH:27]=1.C([N:32](CC)CC)C. The catalyst is C(O)C.O1CCCC1.[Cl-].C([N+]1C(C)=C(CCO)SC=1)C1C=CC=CC=1.C(OCC)(=O)C. The product is [Cl:21][C:22]1[CH:23]=[CH:24][C:25]([C:28]2[NH:32][C:10]([CH:9]([C:6]3[CH:5]=[CH:4][C:3]([S:2][CH3:1])=[CH:8][N:7]=3)[CH2:14][CH:15]3[CH2:20][CH2:19][O:18][CH2:17][CH2:16]3)=[CH:11][CH:12]=2)=[N:26][CH:27]=1. The yield is 0.920. (4) The reactants are [NH:1]1[CH2:11][CH2:10][CH:4]([C:5]([O:7][CH2:8][CH3:9])=[O:6])[CH2:3][CH2:2]1.[C:12]([O:16][C:17](O[C:17]([O:16][C:12]([CH3:15])([CH3:14])[CH3:13])=[O:18])=[O:18])([CH3:15])([CH3:14])[CH3:13]. The catalyst is ClCCl.C(N(CC)CC)C. The product is [CH2:8]([O:7][C:5]([CH:4]1[CH2:3][CH2:2][N:1]([C:17]([O:16][C:12]([CH3:15])([CH3:14])[CH3:13])=[O:18])[CH2:11][CH2:10]1)=[O:6])[CH3:9]. The yield is 1.00. (5) The reactants are [OH:1][C@H:2]1[CH2:7][CH2:6][C@H:5]([NH:8][C:9]2[N:14]=[C:13]([NH:15][C:16]3[S:17][C:18]4[CH:24]=[C:23]([CH2:25][C:26](OCC)=[O:27])[CH:22]=[CH:21][C:19]=4[N:20]=3)[CH:12]=[C:11]([CH2:31][C:32]3[CH:37]=[CH:36][CH:35]=[CH:34][CH:33]=3)[N:10]=2)[CH2:4][CH2:3]1.[H-].[Al+3].[Li+].[H-].[H-].[H-].O. The catalyst is O1CCCC1. The product is [OH:27][CH2:26][CH2:25][C:23]1[CH:22]=[CH:21][C:19]2[N:20]=[C:16]([NH:15][C:13]3[CH:12]=[C:11]([CH2:31][C:32]4[CH:37]=[CH:36][CH:35]=[CH:34][CH:33]=4)[N:10]=[C:9]([NH:8][C@H:5]4[CH2:6][CH2:7][C@H:2]([OH:1])[CH2:3][CH2:4]4)[N:14]=3)[S:17][C:18]=2[CH:24]=1. The yield is 0.380. (6) The reactants are [CH3:1][O:2][C:3]([C:5]1[CH:14]=[C:13]([O:15][CH3:16])[C:12]2[C:7](=[C:8](Br)[CH:9]=[C:10]([F:17])[CH:11]=2)[N:6]=1)=[O:4].C1(P(C2C=CC=CC=2)C2C=CC3C(=CC=CC=3)C=2C2C3C(=CC=CC=3)C=CC=2P(C2C=CC=CC=2)C2C=CC=CC=2)C=CC=CC=1.[CH3:65][N:66]1[CH2:71][CH2:70][NH:69][CH2:68][CH2:67]1.C(=O)([O-])[O-].[Cs+].[Cs+]. The catalyst is C1(C)C=CC=CC=1. The product is [CH3:1][O:2][C:3]([C:5]1[CH:14]=[C:13]([O:15][CH3:16])[C:12]2[C:7](=[C:8]([N:69]3[CH2:70][CH2:71][N:66]([CH3:65])[CH2:67][CH2:68]3)[CH:9]=[C:10]([F:17])[CH:11]=2)[N:6]=1)=[O:4]. The yield is 0.900. (7) The reactants are C(O[K])(C)(C)C.C1COCC1.[C:12]1([CH3:34])[CH:17]=[C:16]([CH3:18])[CH:15]=[C:14]([CH3:19])[C:13]=1[C:20]1[C:21]([CH3:33])=[N:22][N:23]2[C:28]3[NH:29][CH2:30][CH2:31][C:27]=3[C:26]([CH3:32])=[N:25][C:24]=12.O. The catalyst is C1COCC1. The product is [C:12]1([CH3:34])[CH:17]=[C:16]([CH3:18])[CH:15]=[C:14]([CH3:19])[C:13]=1[C:20]1[C:21]([CH3:33])=[N:22][N:23]2[C:28]3[NH:29][CH:30]=[CH:31][C:27]=3[C:26]([CH3:32])=[N:25][C:24]=12. The yield is 0.630. (8) The reactants are [H-].[Na+].[Cl:3][C:4]1[CH:5]=[C:6]2[C:11](=[CH:12][CH:13]=1)[NH:10][C:9](=[O:14])[N:8]([CH2:15][C:16]([F:19])([F:18])[F:17])[C:7]2([C:23]1[CH:28]=[CH:27][C:26]([F:29])=[CH:25][CH:24]=1)[CH2:20][CH2:21][CH3:22].Cl[CH2:31][C:32]1[CH:37]=[CH:36][N:35]=[CH:34][CH:33]=1. The catalyst is CN(C=O)C. The product is [Cl:3][C:4]1[CH:5]=[C:6]2[C:11](=[CH:12][CH:13]=1)[N:10]([CH2:31][C:32]1[CH:37]=[CH:36][N:35]=[CH:34][CH:33]=1)[C:9](=[O:14])[N:8]([CH2:15][C:16]([F:17])([F:19])[F:18])[C:7]2([C:23]1[CH:24]=[CH:25][C:26]([F:29])=[CH:27][CH:28]=1)[CH2:20][CH2:21][CH3:22]. The yield is 0.991.